This data is from Reaction yield outcomes from USPTO patents with 853,638 reactions. The task is: Predict the reaction yield, written as a fraction of the theoretical maximum amount of product (1.0 means a 100% yield; for example, 0.34 means a 34% yield). (1) The reactants are C([O:3][C:4]([C:6]1[CH:7]=[N:8][C:9]2[C:14]([C:15]=1[OH:16])=[CH:13][CH:12]=[CH:11][CH:10]=2)=[O:5])C. The catalyst is [OH-].[Na+]. The product is [O:16]=[C:15]1[C:14]2[C:9](=[CH:10][CH:11]=[CH:12][CH:13]=2)[NH:8][CH:7]=[C:6]1[C:4]([OH:5])=[O:3]. The yield is 0.920. (2) The reactants are [CH3:1][O:2][C:3]([C@@:5]1([CH2:21][C:22]2[CH:27]=[CH:26][CH:25]=[C:24]([Cl:28])[CH:23]=2)[CH2:9][O:8][C@@H](C(C)(C)C)[N:6]1C(OC(C)(C)C)=O)=[O:4].Cl. The catalyst is CO. The product is [CH3:1][O:2][C:3](=[O:4])[C@@:5]([NH2:6])([CH2:21][C:22]1[CH:27]=[CH:26][CH:25]=[C:24]([Cl:28])[CH:23]=1)[CH2:9][OH:8]. The yield is 0.950. (3) The reactants are [NH2:1][CH:2]1[CH2:7][C:6]([CH3:9])([CH3:8])[N:5]([CH3:10])[C:4]([CH3:12])([CH3:11])[CH2:3]1.[Cl:13][C:14]1[N:19]=[CH:18][C:17]([F:20])=[C:16](Cl)[N:15]=1. The catalyst is CO. The product is [ClH:13].[Cl:13][C:14]1[N:19]=[C:18]([NH:1][CH:2]2[CH2:3][C:4]([CH3:12])([CH3:11])[N:5]([CH3:10])[C:6]([CH3:8])([CH3:9])[CH2:7]2)[C:17]([F:20])=[CH:16][N:15]=1. The yield is 0.930. (4) The reactants are [CH3:1][C:2]1[CH:7]=[C:6]([NH2:8])[N:5]=[C:4]([NH2:9])[CH:3]=1.C[Si]([N-][Si](C)(C)C)(C)C.[Li+].[C:20](O[C:20]([O:22][C:23]([CH3:26])([CH3:25])[CH3:24])=[O:21])([O:22][C:23]([CH3:26])([CH3:25])[CH3:24])=[O:21]. The catalyst is O1CCCC1. The product is [NH2:8][C:6]1[N:5]=[C:4]([NH:9][C:20](=[O:21])[O:22][C:23]([CH3:26])([CH3:25])[CH3:24])[CH:3]=[C:2]([CH3:1])[CH:7]=1. The yield is 0.500. (5) The reactants are [C:1](Cl)(=[O:5])[C:2](Cl)=[O:3].[CH:7]1[C:17]2=[C:18]3[C:13](=[CH:14][CH:15]=[CH:16]2)[CH2:12][CH2:11][CH2:10][N:9]3[CH:8]=1.[CH3:19][O-:20].[Na+]. The catalyst is C(OCC)C.C(OCC)(=O)C. The product is [CH3:19][O:20][C:1](=[O:5])[C:2]([C:7]1[C:17]2=[C:18]3[C:13](=[CH:14][CH:15]=[CH:16]2)[CH2:12][CH2:11][CH2:10][N:9]3[CH:8]=1)=[O:3]. The yield is 0.840. (6) The product is [CH3:15][C:14]([Si:10]([CH3:12])([CH3:11])[O:9][CH2:8][C:4]1[CH:3]=[C:2]([B:23]([OH:29])[OH:24])[CH:7]=[CH:6][CH:5]=1)([CH3:17])[CH3:16]. The reactants are Br[C:2]1[CH:3]=[C:4]([CH2:8][O:9][SiH:10]([CH3:12])[CH3:11])[CH:5]=[CH:6][CH:7]=1.C[C:14]([CH3:17])([CH3:16])[CH3:15].[Li]CCCC.[B:23](OCCCC)([O:29]CCCC)[O:24]CCCC.OP(O)(O)=O. The catalyst is C1COCC1. The yield is 0.745.